Dataset: Forward reaction prediction with 1.9M reactions from USPTO patents (1976-2016). Task: Predict the product of the given reaction. (1) Given the reactants [Cl:1][C:2]1[N:7]=[C:6]([NH:8][C:9]2[CH:13]=[C:12]([CH3:14])[NH:11][N:10]=2)[C:5]([Cl:15])=[CH:4][N:3]=1.O.C1(C)C=CC(S(O)(=O)=O)=CC=1.[CH2:28]1[CH2:33][O:32][CH:31]=[CH:30][CH2:29]1, predict the reaction product. The product is: [Cl:1][C:2]1[N:7]=[C:6]([NH:8][C:9]2[CH:13]=[C:12]([CH3:14])[N:11]([CH:31]3[CH2:30][CH2:29][CH2:28][CH2:33][O:32]3)[N:10]=2)[C:5]([Cl:15])=[CH:4][N:3]=1. (2) The product is: [F:36][C:37]1[CH:44]=[C:43]([F:45])[CH:42]=[CH:41][C:38]=1[CH2:39][NH:40][C:28]([NH:20][C:19]1[CH:21]=[CH:22][C:16]([O:15][C:6]2[C:5]3[C:10](=[CH:11][C:12]([O:13][CH3:14])=[C:3]([O:2][CH3:1])[CH:4]=3)[N:9]=[CH:8][N:7]=2)=[CH:17][C:18]=1[F:23])=[O:34]. Given the reactants [CH3:1][O:2][C:3]1[CH:4]=[C:5]2[C:10](=[CH:11][C:12]=1[O:13][CH3:14])[N:9]=[CH:8][N:7]=[C:6]2[O:15][C:16]1[CH:22]=[CH:21][C:19]([NH2:20])=[C:18]([F:23])[CH:17]=1.ClC(Cl)(O[C:28](=[O:34])OC(Cl)(Cl)Cl)Cl.[F:36][C:37]1[CH:44]=[C:43]([F:45])[CH:42]=[CH:41][C:38]=1[CH2:39][NH2:40], predict the reaction product. (3) Given the reactants [Cl:1][C:2]1[C:7]([C:8](Cl)=[O:9])=[C:6]([Cl:11])[N:5]=[CH:4][N:3]=1.[CH3:12][O:13][C:14](=[O:40])[CH2:15][C@H:16]1[CH2:21][CH2:20][C@H:19]([C:22]2[CH:27]=[CH:26][C:25]([NH:28][CH2:29][C@H:30]([O:32][Si:33]([C:36]([CH3:39])([CH3:38])[CH3:37])([CH3:35])[CH3:34])[CH3:31])=[CH:24][CH:23]=2)[CH2:18][CH2:17]1, predict the reaction product. The product is: [CH3:12][O:13][C:14](=[O:40])[CH2:15][C@H:16]1[CH2:17][CH2:18][C@H:19]([C:22]2[CH:23]=[CH:24][C:25]([N:28]([CH2:29][C@H:30]([O:32][Si:33]([C:36]([CH3:39])([CH3:38])[CH3:37])([CH3:34])[CH3:35])[CH3:31])[C:8]([C:7]3[C:6]([Cl:11])=[N:5][CH:4]=[N:3][C:2]=3[Cl:1])=[O:9])=[CH:26][CH:27]=2)[CH2:20][CH2:21]1. (4) Given the reactants [Cl-].[C:2]1(=[O:12])[NH:6][C:5](=[O:7])[C:4]2=[CH:8][CH:9]=[CH:10][CH:11]=[C:3]12.[K], predict the reaction product. The product is: [C:2]1(=[O:12])[NH:6][C:5](=[O:7])[C:4]2=[CH:8][CH:9]=[CH:10][CH:11]=[C:3]12. (5) Given the reactants [CH:1]([C:3]1[CH:8]=[CH:7][C:6]([C:9]#[C:10][C:11]2[CH:36]=[CH:35][C:14]([C:15]([N:17]([CH3:34])[C@:18]([CH3:33])([C:23]([NH:25][O:26][CH:27]3[CH2:32][CH2:31][CH2:30][CH2:29][O:28]3)=[O:24])[C:19]([NH:21][CH3:22])=[O:20])=[O:16])=[CH:13][CH:12]=2)=[CH:5][CH:4]=1)=O.[O:37]1[CH:41]=[CH:40][CH:39]=[C:38]1[CH2:42][NH2:43], predict the reaction product. The product is: [O:37]1[CH:41]=[CH:40][CH:39]=[C:38]1[CH2:42][NH:43][CH2:1][C:3]1[CH:4]=[CH:5][C:6]([C:9]#[C:10][C:11]2[CH:12]=[CH:13][C:14]([C:15]([N:17]([CH3:34])[C@:18]([CH3:33])([C:23]([NH:25][O:26][CH:27]3[CH2:32][CH2:31][CH2:30][CH2:29][O:28]3)=[O:24])[C:19]([NH:21][CH3:22])=[O:20])=[O:16])=[CH:35][CH:36]=2)=[CH:7][CH:8]=1.